This data is from Reaction yield outcomes from USPTO patents with 853,638 reactions. The task is: Predict the reaction yield, written as a fraction of the theoretical maximum amount of product (1.0 means a 100% yield; for example, 0.34 means a 34% yield). (1) The reactants are [F:1][C:2]([F:19])([F:18])[O:3][C:4]1[CH:17]=[CH:16][C:7]([O:8][C:9]2[CH:14]=[CH:13][N+:12]([O-])=[CH:11][CH:10]=2)=[CH:6][CH:5]=1.C([O-])=O.[NH4+]. The catalyst is C(O)C.[Pd]. The product is [F:19][C:2]([F:1])([F:18])[O:3][C:4]1[CH:5]=[CH:6][C:7]([O:8][C:9]2[CH:10]=[CH:11][N:12]=[CH:13][CH:14]=2)=[CH:16][CH:17]=1. The yield is 0.980. (2) The product is [C:1]([C:3]1[CH:4]=[C:5]([C:16]2[CH:15]=[C:14]3[C:19](=[CH:18][CH:17]=2)[NH:11][C:12](=[O:27])[C:13]23[CH2:23][CH2:22][CH2:21][CH2:20]2)[CH:6]=[C:7]([F:9])[CH:8]=1)#[N:2]. The yield is 0.440. The reactants are [C:1]([C:3]1[CH:4]=[C:5](Br)[CH:6]=[C:7]([F:9])[CH:8]=1)#[N:2].[NH:11]1[C:19]2[C:14](=[CH:15][CH:16]=[CH:17][CH:18]=2)[C:13]2([CH:23](B(O)O)[CH2:22][CH2:21][CH2:20]2)[C:12]1=[O:27].C(=O)([O-])[O-].[Na+].[Na+].[OH-].[Na+]. The catalyst is COCCOC.O. (3) The reactants are [C:1]([C:5]1[CH:10]=[CH:9][C:8]([N+:11]([O-])=O)=[CH:7][C:6]=1[OH:14])([CH3:4])([CH3:3])[CH3:2].C([O-])=O.[NH4+]. The catalyst is CCO.[Pd]. The product is [C:1]([C:5]1[CH:10]=[CH:9][C:8]([NH2:11])=[CH:7][C:6]=1[OH:14])([CH3:4])([CH3:2])[CH3:3]. The yield is 0.870. (4) The reactants are [CH3:1][O:2][C:3]1[CH:12]=[CH:11][C:10]2[NH:9][C:8](=[O:13])[C:7]3[S:14][CH:15]=[CH:16][C:6]=3[C:5]=2[C:4]=1[C:17]1[CH:22]=[CH:21][C:20]([C:23]([CH3:27])([CH3:26])[C:24]#[N:25])=[CH:19][CH:18]=1.B. No catalyst specified. The product is [NH2:25][CH2:24][C:23]([C:20]1[CH:19]=[CH:18][C:17]([C:4]2[C:5]3[C:6]4[CH:16]=[CH:15][S:14][C:7]=4[C:8](=[O:13])[NH:9][C:10]=3[CH:11]=[CH:12][C:3]=2[O:2][CH3:1])=[CH:22][CH:21]=1)([CH3:27])[CH3:26]. The yield is 0.400. (5) The reactants are [F:1][C:2]1[CH:3]=[C:4]2[C:8](=[CH:9][CH:10]=1)[NH:7][C:6](=[O:11])[CH2:5]2.[CH3:12][C:13]([CH3:15])=O.N1CCCCC1. The catalyst is CO. The product is [F:1][C:2]1[CH:3]=[C:4]2[C:8](=[CH:9][CH:10]=1)[NH:7][C:6](=[O:11])[C:5]2=[C:13]([CH3:15])[CH3:12]. The yield is 0.680. (6) The reactants are CO.[Li+].[BH4-].C([O:7][C:8]([C:10]1[CH:18]=[C:13]2[CH2:14][CH2:15][CH2:16][CH2:17][N:12]2[N:11]=1)=O)C. The catalyst is C1COCC1. The product is [N:11]1[N:12]2[CH2:17][CH2:16][CH2:15][CH2:14][C:13]2=[CH:18][C:10]=1[CH2:8][OH:7]. The yield is 0.950.